This data is from Reaction yield outcomes from USPTO patents with 853,638 reactions. The task is: Predict the reaction yield, written as a fraction of the theoretical maximum amount of product (1.0 means a 100% yield; for example, 0.34 means a 34% yield). (1) The reactants are [Cl:1][C:2]1[CH:11]=[C:10]([CH:12]([CH:14]2[CH2:17][N:16](C(OC(C)(C)C)=O)[CH2:15]2)[CH3:13])[C:9]([Cl:25])=[C:8]2[C:3]=1[CH2:4][CH2:5][N:6]([CH2:27][C:28]1[C:29](=[O:37])[NH:30][C:31]([CH3:36])=[CH:32][C:33]=1[O:34][CH3:35])[C:7]2=[O:26].Cl. The catalyst is ClCCl. The product is [NH:16]1[CH2:17][CH:14]([CH:12]([C:10]2[C:9]([Cl:25])=[C:8]3[C:3]([CH2:4][CH2:5][N:6]([CH2:27][C:28]4[C:29](=[O:37])[NH:30][C:31]([CH3:36])=[CH:32][C:33]=4[O:34][CH3:35])[C:7]3=[O:26])=[C:2]([Cl:1])[CH:11]=2)[CH3:13])[CH2:15]1. The yield is 1.00. (2) The reactants are [H-].[H-].[H-].[H-].[Li+].[Al+3].[CH3:7][O:8][C:9]1[CH:32]=[CH:31][C:12]2[CH2:13][CH:14]([CH2:16][CH2:17][C:18]3[CH:30]=[CH:29][C:21]([O:22][CH2:23][C:24](OCC)=[O:25])=[CH:20][CH:19]=3)[O:15][C:11]=2[CH:10]=1. The catalyst is CCOCC. The product is [CH3:7][O:8][C:9]1[CH:32]=[CH:31][C:12]2[CH2:13][CH:14]([CH2:16][CH2:17][C:18]3[CH:19]=[CH:20][C:21]([O:22][CH2:23][CH2:24][OH:25])=[CH:29][CH:30]=3)[O:15][C:11]=2[CH:10]=1. The yield is 0.940. (3) The reactants are [CH3:1][C:2]1[O:6][N:5]=[C:4]([C:7]2[CH:12]=[CH:11][CH:10]=[CH:9][CH:8]=2)[C:3]=1[CH2:13][O:14][C:15]1[CH:23]=[CH:22][C:18]([C:19]([OH:21])=O)=[CH:17][N:16]=1.[NH2:24][CH:25]1[CH2:30][CH2:29][CH2:28][CH2:27][CH:26]1[OH:31]. No catalyst specified. The product is [OH:31][CH:26]1[CH2:27][CH2:28][CH2:29][CH2:30][CH:25]1[NH:24][C:19](=[O:21])[C:18]1[CH:22]=[CH:23][C:15]([O:14][CH2:13][C:3]2[C:4]([C:7]3[CH:8]=[CH:9][CH:10]=[CH:11][CH:12]=3)=[N:5][O:6][C:2]=2[CH3:1])=[N:16][CH:17]=1. The yield is 0.500. (4) The reactants are [CH3:1][N:2]([C:14]1[N:19]=[CH:18][CH:17]=[CH:16][N:15]=1)[CH2:3][CH2:4][O:5][C:6]1[CH:13]=[CH:12][C:9]([CH:10]=[O:11])=[CH:8][CH:7]=1.O1CCCC1.[BH4-].[Na+].O. The catalyst is CO. The product is [CH3:1][N:2]([C:14]1[N:15]=[CH:16][CH:17]=[CH:18][N:19]=1)[CH2:3][CH2:4][O:5][C:6]1[CH:13]=[CH:12][C:9]([CH2:10][OH:11])=[CH:8][CH:7]=1. The yield is 0.910. (5) The reactants are Br[C:2]1[CH:7]=[CH:6][C:5]([Br:8])=[CH:4][N:3]=1.BrC1C=CC(C(CCCCCCC(OCC)=O)=O)=CC=1.[CH3:29][O:30][C:31]1[CH:32]=[C:33](B(O)O)[CH:34]=[CH:35][C:36]=1[O:37][CH3:38].S1C=CC(B(O)O)=C1. No catalyst specified. The product is [CH3:29][O:30][C:31]1[CH:32]=[C:33]([C:2]2[CH:7]=[CH:6][C:5]([Br:8])=[CH:4][N:3]=2)[CH:34]=[CH:35][C:36]=1[O:37][CH3:38]. The yield is 0.780. (6) The reactants are C1(P(C2C=CC=CC=2)C2C=CC=CC=2)C=CC=CC=1.[C:20]([N:28]1[C:33](=[O:34])[CH:32]=[CH:31][NH:30][C:29]1=[O:35])(=[O:27])[C:21]1[CH:26]=[CH:25][CH:24]=[CH:23][CH:22]=1.[C:36]([O:55][CH2:56]/[CH:57]=[CH:58]/[CH2:59]O)([C:49]1[CH:54]=[CH:53][CH:52]=[CH:51][CH:50]=1)([C:43]1[CH:48]=[CH:47][CH:46]=[CH:45][CH:44]=1)[C:37]1[CH:42]=[CH:41][CH:40]=[CH:39][CH:38]=1.CC(OC(/N=N/C(OC(C)C)=O)=O)C. The catalyst is C1COCC1.CCCCCC.CCOC(C)=O. The product is [C:20]([N:28]1[C:33](=[O:34])[CH:32]=[CH:31][N:30]([CH2:59]/[CH:58]=[CH:57]/[CH2:56][O:55][C:36]([C:49]2[CH:54]=[CH:53][CH:52]=[CH:51][CH:50]=2)([C:37]2[CH:38]=[CH:39][CH:40]=[CH:41][CH:42]=2)[C:43]2[CH:48]=[CH:47][CH:46]=[CH:45][CH:44]=2)[C:29]1=[O:35])(=[O:27])[C:21]1[CH:22]=[CH:23][CH:24]=[CH:25][CH:26]=1. The yield is 0.480. (7) The reactants are N12CCCN=C1CCCCC2.Cl.[NH2:13][CH2:14][C:15]1[CH:23]=[CH:22][CH:21]=[C:20]2[C:16]=1[C:17](=[O:33])[N:18]([CH:25]1[CH2:30][CH2:29][C:28](=[O:31])[NH:27][C:26]1=[O:32])[C:19]2=[O:24].[C:34](Cl)(=[O:38])[CH:35]([CH3:37])[CH3:36]. The catalyst is CC#N. The product is [O:32]=[C:26]1[CH:25]([N:18]2[C:17](=[O:33])[C:16]3[C:20](=[CH:21][CH:22]=[CH:23][C:15]=3[CH2:14][NH:13][C:34](=[O:38])[CH:35]([CH3:37])[CH3:36])[C:19]2=[O:24])[CH2:30][CH2:29][C:28](=[O:31])[NH:27]1. The yield is 0.730. (8) The reactants are [CH3:1][O:2][C:3]1[C:11]([O:12][CH3:13])=[CH:10][C:6]2[N:7]=[CH:8][NH:9][C:5]=2[CH:4]=1.[H-].[Na+].[CH2:16]([O:18][C:19]([C:21]1[S:25][C:24](Cl)=[N:23][C:22]=1[C:27]1[CH:32]=[CH:31][CH:30]=[CH:29][CH:28]=1)=[O:20])[CH3:17].O. The catalyst is CN1C(=O)CCC1. The product is [CH2:16]([O:18][C:19]([C:21]1[S:25][C:24]([N:9]2[C:5]3[CH:4]=[C:3]([O:2][CH3:1])[C:11]([O:12][CH3:13])=[CH:10][C:6]=3[N:7]=[CH:8]2)=[N:23][C:22]=1[C:27]1[CH:32]=[CH:31][CH:30]=[CH:29][CH:28]=1)=[O:20])[CH3:17]. The yield is 0.840. (9) The reactants are [CH3:1][CH2:2][N:3]([CH2:6][CH2:7][NH:8][C:9]([C:11]1[C:15]([CH3:16])=[C:14](/[CH:17]=[C:18]2/[C:19]3[CH:24]=[C:23]([F:25])[CH:22]=[CH:21][C:20]=3[NH:26][C:27]/2=[O:28])[NH:13][C:12]=1[CH3:29])=[O:10])[CH2:4][CH3:5].[C:30]([OH:33])(=[O:32])[CH3:31]. The catalyst is C(O)CCC. The product is [CH3:1][CH2:2][N:3]([CH2:6][CH2:7][NH:8][C:9]([C:11]1[C:15]([CH3:16])=[C:14](/[CH:17]=[C:18]2/[C:19]3[CH:24]=[C:23]([F:25])[CH:22]=[CH:21][C:20]=3[NH:26][C:27]/2=[O:28])[NH:13][C:12]=1[CH3:29])=[O:10])[CH2:4][CH3:5].[C:30]([O-:33])(=[O:32])[CH3:31]. The yield is 0.940. (10) The reactants are [Cl:1][C:2]1[CH:3]=[CH:4][C:5]2[N:9]=[N:8][N:7]([CH2:10][CH2:11][CH2:12][CH2:13]Cl)[C:6]=2[CH:15]=1.[F:16][C:17]([F:31])([F:30])[C:18]1[CH:19]=[C:20]([N:24]2[CH2:29][CH2:28][NH:27][CH2:26][CH2:25]2)[CH:21]=[CH:22][CH:23]=1.C(N(C(C)C)CC)(C)C.[I-].[K+]. The catalyst is C(#N)C. The product is [Cl:1][C:2]1[CH:3]=[CH:4][C:5]2[N:9]=[N:8][N:7]([CH2:10][CH2:11][CH2:12][CH2:13][N:27]3[CH2:26][CH2:25][N:24]([C:20]4[CH:21]=[CH:22][CH:23]=[C:18]([C:17]([F:30])([F:31])[F:16])[CH:19]=4)[CH2:29][CH2:28]3)[C:6]=2[CH:15]=1. The yield is 0.647.